Predict the reaction yield, written as a fraction of the theoretical maximum amount of product (1.0 means a 100% yield; for example, 0.34 means a 34% yield). From a dataset of Reaction yield outcomes from USPTO patents with 853,638 reactions. (1) The reactants are [CH3:1][O:2][C:3]([C:5]1[C:6]2[CH2:7][C:8]([CH3:24])([CH3:23])[CH:9]([C:16]3[CH:21]=[CH:20][CH:19]=[C:18](Br)[CH:17]=3)[NH:10][C:11]=2[CH:12]=[CH:13][C:14]=1[Cl:15])=[O:4].[NH:25]1[CH2:30][CH2:29][O:28][CH2:27][CH2:26]1.Cl.CN(C)CC(O)=O.C(=O)([O-])[O-].[K+].[K+]. The catalyst is CS(C)=O.[Cu]I. The product is [CH3:1][O:2][C:3]([C:5]1[C:6]2[CH2:7][C:8]([CH3:24])([CH3:23])[CH:9]([C:16]3[CH:21]=[CH:20][CH:19]=[C:18]([N:25]4[CH2:30][CH2:29][O:28][CH2:27][CH2:26]4)[CH:17]=3)[NH:10][C:11]=2[CH:12]=[CH:13][C:14]=1[Cl:15])=[O:4]. The yield is 0.800. (2) The reactants are [C:1]1([S:7]([C:10]([CH:15]2[CH2:27][CH2:26][C:25]3[C:24]4[C:19](=[CH:20][CH:21]=[C:22]([Cl:28])[CH:23]=4)[N:18](COC)[C:17]=3[CH2:16]2)([CH3:14])[CH2:11][O:12][CH3:13])(=[O:9])=[O:8])[CH:6]=[CH:5][CH:4]=[CH:3][CH:2]=1.C([O-])(O)=O.[Na+]. The catalyst is CO.C1COCC1.Cl. The product is [C:1]1([S:7]([C:10]([CH:15]2[CH2:27][CH2:26][C:25]3[C:24]4[C:19](=[CH:20][CH:21]=[C:22]([Cl:28])[CH:23]=4)[NH:18][C:17]=3[CH2:16]2)([CH3:14])[CH2:11][O:12][CH3:13])(=[O:9])=[O:8])[CH:6]=[CH:5][CH:4]=[CH:3][CH:2]=1. The yield is 0.130. (3) The reactants are Br[C:2]1[CH:3]=[C:4]([S:8]([NH:11][C:12]2[CH:20]=[CH:19][C:15]([C:16]([OH:18])=[O:17])=[C:14]([OH:21])[CH:13]=2)(=[O:10])=[O:9])[CH:5]=[CH:6][CH:7]=1.[CH2:22]([O:24][C:25]1[CH:26]=[C:27](B(O)O)[CH:28]=[CH:29][CH:30]=1)[CH3:23].C([O-])([O-])=O.[K+].[K+].C(Cl)Cl. The catalyst is O1CCOCC1.O.C1C=CC(P(C2C=CC=CC=2)[C-]2C=CC=C2)=CC=1.C1C=CC(P(C2C=CC=CC=2)[C-]2C=CC=C2)=CC=1.Cl[Pd]Cl.[Fe+2]. The product is [CH2:22]([O:24][C:25]1[CH:30]=[C:29]([C:2]2[CH:7]=[CH:6][CH:5]=[C:4]([S:8]([NH:11][C:12]3[CH:20]=[CH:19][C:15]([C:16]([OH:18])=[O:17])=[C:14]([OH:21])[CH:13]=3)(=[O:10])=[O:9])[CH:3]=2)[CH:28]=[CH:27][CH:26]=1)[CH3:23]. The yield is 0.800. (4) The reactants are [CH3:1][N:2]1[C:10]2[C@@:9]3([CH3:14])[C:11]([CH3:13])([CH3:12])[C@H:6]([CH2:7][CH2:8]3)[C:5]=2[C:4](=[O:15])[NH:3]1.Br[CH2:17][C:18]1[C:19]([C:42]([F:45])([F:44])[F:43])=[N:20][N:21]([C:23]([C:36]2[CH:41]=[CH:40][CH:39]=[CH:38][CH:37]=2)([C:30]2[CH:35]=[CH:34][CH:33]=[CH:32][CH:31]=2)[C:24]2[CH:29]=[CH:28][CH:27]=[CH:26][CH:25]=2)[CH:22]=1. The catalyst is CN(C)C=O. The product is [CH3:1][N:2]1[C:10]2[C@@:9]3([CH3:14])[C:11]([CH3:12])([CH3:13])[C@H:6]([CH2:7][CH2:8]3)[C:5]=2[C:4](=[O:15])[N:3]1[CH2:17][C:18]1[C:19]([C:42]([F:45])([F:43])[F:44])=[N:20][N:21]([C:23]([C:36]2[CH:37]=[CH:38][CH:39]=[CH:40][CH:41]=2)([C:30]2[CH:35]=[CH:34][CH:33]=[CH:32][CH:31]=2)[C:24]2[CH:29]=[CH:28][CH:27]=[CH:26][CH:25]=2)[CH:22]=1. The yield is 0.730. (5) The reactants are [C:1]([O:4][C:5]1[CH:13]=[CH:12][CH:11]=[CH:10][C:6]=1[C:7]([OH:9])=[O:8])(=[O:3])[CH3:2].C(N(CC)CC)C.ClC(OCC)=O.O[CH2:28][CH2:29][CH2:30][NH:31][C:32](=[O:41])[O:33][CH2:34][C:35]1[CH:40]=[CH:39][CH:38]=[CH:37][CH:36]=1. The catalyst is C(Cl)Cl. The product is [C:1]([O:4][C:5]1[CH:13]=[CH:12][CH:11]=[CH:10][C:6]=1[C:7]([O:9][CH2:28][CH2:29][CH2:30][NH:31][C:32]([O:33][CH2:34][C:35]1[CH:36]=[CH:37][CH:38]=[CH:39][CH:40]=1)=[O:41])=[O:8])(=[O:3])[CH3:2]. The yield is 0.540. (6) The catalyst is C(#N)C. The yield is 0.490. The product is [CH3:19][O:18][CH:17]([O:20][CH3:21])[CH2:16][NH:1][CH:2]1[CH2:3][CH2:4][N:5]([C:8]([O:10][C:11]([CH3:14])([CH3:13])[CH3:12])=[O:9])[CH2:6][CH2:7]1. The reactants are [NH2:1][CH:2]1[CH2:7][CH2:6][N:5]([C:8]([O:10][C:11]([CH3:14])([CH3:13])[CH3:12])=[O:9])[CH2:4][CH2:3]1.Br[CH2:16][CH:17]([O:20][CH3:21])[O:18][CH3:19].C(=O)([O-])[O-].[K+].[K+]. (7) The reactants are C[O:2][C:3](=O)[CH2:4][C:5]1([CH2:15][N+:16]([O-])=O)[CH2:14][CH2:13][C:8]2([O:12][CH2:11][CH2:10][O:9]2)[CH2:7][CH2:6]1. The catalyst is CO.[Ni]. The product is [O:12]1[C:8]2([CH2:13][CH2:14][C:5]3([CH2:4][C:3](=[O:2])[NH:16][CH2:15]3)[CH2:6][CH2:7]2)[O:9][CH2:10][CH2:11]1. The yield is 0.960. (8) The reactants are CN(C(ON1N=NC2C=CC=CC1=2)=[N+](C)C)C.F[P-](F)(F)(F)(F)F.Cl.Cl.[CH3:27][C@H:28]1[C:36]2[C:35]([N:37]3[CH2:42][CH2:41][NH:40][CH2:39][CH2:38]3)=[N:34][CH:33]=[N:32][C:31]=2[CH2:30][CH2:29]1.[C:43]([O:47][C:48]([N:50]([CH:63]([CH3:65])[CH3:64])[CH2:51][C@H:52]([C:56]1[CH:61]=[CH:60][C:59]([Cl:62])=[CH:58][CH:57]=1)[C:53](O)=[O:54])=[O:49])([CH3:46])([CH3:45])[CH3:44].CCN(C(C)C)C(C)C.C([O-])([O-])=O.[Na+].[Na+]. The catalyst is C(Cl)Cl.CC(=O)OCC. The product is [Cl:62][C:59]1[CH:60]=[CH:61][C:56]([C@H:52]([C:53]([N:40]2[CH2:41][CH2:42][N:37]([C:35]3[C:36]4[C@H:28]([CH3:27])[CH2:29][CH2:30][C:31]=4[N:32]=[CH:33][N:34]=3)[CH2:38][CH2:39]2)=[O:54])[CH2:51][N:50]([CH:63]([CH3:64])[CH3:65])[C:48](=[O:49])[O:47][C:43]([CH3:45])([CH3:44])[CH3:46])=[CH:57][CH:58]=1. The yield is 1.01. (9) The reactants are [Cl:1][C:2]1[CH:7]=[CH:6][CH:5]=[CH:4][C:3]=1[C:8]1[CH:9]=[C:10]2[C:14]3=[C:15]([CH2:17][CH2:18][N:13]3[C@@H:12]3[CH2:19][CH2:20][NH:21][CH2:22][C@H:11]23)[CH:16]=1.C([O-])([O-])=O.[K+].[K+].Cl[CH2:30][CH2:31][CH2:32][C:33]([C:35]1[CH:40]=[CH:39][C:38]([F:41])=[CH:37][CH:36]=1)=[O:34]. The catalyst is CCC(C)=O. The product is [Cl:1][C:2]1[CH:7]=[CH:6][CH:5]=[CH:4][C:3]=1[C:8]1[CH:9]=[C:10]2[C:14]3=[C:15]([CH2:17][CH2:18][N:13]3[C@@H:12]3[CH2:19][CH2:20][N:21]([CH2:30][CH2:31][CH2:32][C:33]([C:35]4[CH:36]=[CH:37][C:38]([F:41])=[CH:39][CH:40]=4)=[O:34])[CH2:22][C@H:11]23)[CH:16]=1. The yield is 0.470.